Dataset: Forward reaction prediction with 1.9M reactions from USPTO patents (1976-2016). Task: Predict the product of the given reaction. (1) Given the reactants [F:1][C:2]([F:38])([F:37])[C:3]([C:9]1[CH:14]=[CH:13][C:12]([C:15]2[S:19][C:18]([C:20](OCC)=[O:21])=[N:17][C:16]=2[C:25]([N:27]2[CH2:31][CH2:30][CH2:29][C@@H:28]2[CH3:32])=[O:26])=[C:11]([C:33]([F:36])([F:35])[F:34])[CH:10]=1)([OH:8])[C:4]([F:7])([F:6])[F:5].C([N:52]1[CH2:55][C:54]([C:57]([OH:60])([CH3:59])[CH3:58])([OH:56])[CH2:53]1)(C1C=CC=CC=1)C1C=CC=CC=1, predict the reaction product. The product is: [F:38][C:2]([F:1])([F:37])[C:3]([C:9]1[CH:14]=[CH:13][C:12]([C:15]2[S:19][C:18]([C:20]([N:52]3[CH2:55][C:54]([OH:56])([C:57]([OH:60])([CH3:59])[CH3:58])[CH2:53]3)=[O:21])=[N:17][C:16]=2[C:25]([N:27]2[CH2:31][CH2:30][CH2:29][C@@H:28]2[CH3:32])=[O:26])=[C:11]([C:33]([F:35])([F:36])[F:34])[CH:10]=1)([OH:8])[C:4]([F:7])([F:5])[F:6]. (2) Given the reactants [CH3:1][C:2]1[O:7][C:5](=[O:6])[CH2:4][CH:3]=1.[CH2:8]([OH:16])[CH2:9][CH2:10][CH2:11][CH2:12][CH2:13][CH2:14][CH3:15], predict the reaction product. The product is: [C:5]([O:16][CH2:8][CH2:9][CH2:10][CH2:11][CH2:12][CH2:13][CH2:14][CH3:15])(=[O:6])[CH2:4][CH2:3][C:2]([CH3:1])=[O:7]. (3) Given the reactants [NH2:1][C:2]1[N:7]=[C:6]([NH2:8])[C:5]([O:9][C:10]2[C:11]([CH:21]([CH3:23])[CH3:22])=[CH:12][C:13]([O:19][CH3:20])=[C:14]([CH:18]=2)[C:15]([NH2:17])=O)=[CH:4][N:3]=1.COC1C=CC(P2(SP(C3C=CC(OC)=CC=3)(=S)S2)=[S:33])=CC=1, predict the reaction product. The product is: [NH2:1][C:2]1[N:7]=[C:6]([NH2:8])[C:5]([O:9][C:10]2[C:11]([CH:21]([CH3:23])[CH3:22])=[CH:12][C:13]([O:19][CH3:20])=[C:14]([CH:18]=2)[C:15]([NH2:17])=[S:33])=[CH:4][N:3]=1. (4) Given the reactants [F:1][C:2]([F:7])([F:6])[C:3]([OH:5])=[O:4].FC(F)(F)C(O)=O.[Cl:15][C:16]1[CH:17]=[N:18][C:19]2[NH:20][C:21]3[CH:22]=[CH:23][CH:24]=[C:25]([CH:46]=3)[CH2:26][CH2:27][C:28]3[CH:36]=[C:32]([NH:33][C:34]=1[N:35]=2)[CH:31]=[CH:30][C:29]=3[NH:37][C:38]([CH:40]1[CH2:45][CH2:44][NH:43][CH2:42][CH2:41]1)=[O:39].[N:47]([C:50]1[CH:55]=[CH:54][CH:53]=[CH:52][C:51]=1[S:56][CH3:57])=[C:48]=[O:49], predict the reaction product. The product is: [F:1][C:2]([F:7])([F:6])[C:3]([OH:5])=[O:4].[Cl:15][C:16]1[CH:17]=[N:18][C:19]2[NH:20][C:21]3[CH:22]=[CH:23][CH:24]=[C:25]([CH:46]=3)[CH2:26][CH2:27][C:28]3[CH:36]=[C:32]([NH:33][C:34]=1[N:35]=2)[CH:31]=[CH:30][C:29]=3[NH:37][C:38]([CH:40]1[CH2:45][CH2:44][N:43]([C:48]([NH:47][C:50]2[CH:55]=[CH:54][CH:53]=[CH:52][C:51]=2[S:56][CH3:57])=[O:49])[CH2:42][CH2:41]1)=[O:39]. (5) Given the reactants [C:1]([O:5][C:6]([NH:8][CH:9]([C:14]1[CH:19]=[CH:18][C:17](OS(C2C(C)=CC=CC=2)(=O)=O)=[CH:16][CH:15]=1)[C:10]([O:12][CH3:13])=[O:11])=[O:7])([CH3:4])([CH3:3])[CH3:2].C(=O)([O-])[O-].[Cs+].[Cs+].C1(P(C2CCCCC2)C2CCCCC2)CCCCC1.[CH3:56][O:57][C:58]1[CH:63]=[CH:62][CH:61]=[C:60]([O:64][CH3:65])[C:59]=1B(O)O, predict the reaction product. The product is: [C:1]([O:5][C:6]([NH:8][CH:9]([C:14]1[CH:15]=[CH:16][C:17]([C:59]2[C:58]([O:57][CH3:56])=[CH:63][CH:62]=[CH:61][C:60]=2[O:64][CH3:65])=[CH:18][CH:19]=1)[C:10]([O:12][CH3:13])=[O:11])=[O:7])([CH3:2])([CH3:3])[CH3:4]. (6) Given the reactants C([C:8]1[NH:9][CH:10]=[CH:11][N:12]=1)([C:8]1[NH:9][CH:10]=[CH:11][N:12]=1)=S.[CH3:13][O:14][C:15]1[CH:16]=[C:17]2[C:22](=[CH:23][C:24]=1[O:25][CH3:26])[N:21]=[CH:20][CH:19]=[C:18]2[O:27][C:28]1[CH:29]=[C:30]2[C:35](=[CH:36][CH:37]=1)[C:34]([NH2:38])=[CH:33][CH:32]=[CH:31]2.[CH2:39](Cl)[CH2:40]Cl.[CH3:43][C:44]#N, predict the reaction product. The product is: [CH3:13][O:14][C:15]1[CH:16]=[C:17]2[C:22](=[CH:23][C:24]=1[O:25][CH3:26])[N:21]=[CH:20][CH:19]=[C:18]2[O:27][C:28]1[CH:29]=[C:30]2[C:35](=[CH:36][CH:37]=1)[C:34]([NH:38][C:8]1[NH:12][C:11]3[CH:43]=[CH:44][CH:39]=[CH:40][C:10]=3[N:9]=1)=[CH:33][CH:32]=[CH:31]2.